Predict which catalyst facilitates the given reaction. From a dataset of Catalyst prediction with 721,799 reactions and 888 catalyst types from USPTO. (1) Reactant: [F:1][C:2]1[CH:7]=[CH:6][C:5]([F:8])=[CH:4][C:3]=1[C:9]1[CH2:13][N:12]([C:14]([N:16]([CH3:18])[CH3:17])=[O:15])[C:11]([CH2:25][CH2:26][C:27]([OH:29])=O)([C:19]2[CH:24]=[CH:23][CH:22]=[CH:21][CH:20]=2)[CH:10]=1.[NH2:30][C:31]1[CH:36]=[CH:35][CH:34]=[CH:33][CH:32]=1.CCN=C=NCCCN(C)C.C1C=NC2N(O)N=NC=2C=1.C(N(CC)CC)C. Product: [NH:30]([C:27](=[O:29])[CH2:26][CH2:25][C:11]1([C:19]2[CH:24]=[CH:23][CH:22]=[CH:21][CH:20]=2)[CH:10]=[C:9]([C:3]2[CH:4]=[C:5]([F:8])[CH:6]=[CH:7][C:2]=2[F:1])[CH2:13][N:12]1[C:14]([N:16]([CH3:17])[CH3:18])=[O:15])[C:31]1[CH:36]=[CH:35][CH:34]=[CH:33][CH:32]=1. The catalyst class is: 3. (2) Reactant: CS[C:3]([N:8]1[CH2:13][CH2:12][CH2:11][CH2:10][CH2:9]1)=[CH:4][N+:5]([O-:7])=[O:6].[NH2:14][NH2:15]. Product: [N+:5]([CH:4]=[C:3]([NH:14][NH2:15])[N:8]1[CH2:13][CH2:12][CH2:11][CH2:10][CH2:9]1)([O-:7])=[O:6]. The catalyst class is: 14. (3) Reactant: [CH:1]1([N:5]2[CH2:11][CH2:10][CH2:9][N:8]([C:12]([C@@H:14]3[CH2:17][C@H:16]([OH:18])[CH2:15]3)=[O:13])[CH2:7][CH2:6]2)[CH2:4][CH2:3][CH2:2]1.C(N(CC)CC)C.[C:26]1([CH3:36])[CH:31]=[CH:30][C:29]([S:32](Cl)(=[O:34])=[O:33])=[CH:28][CH:27]=1. Product: [CH3:36][C:26]1[CH:31]=[CH:30][C:29]([S:32]([O:18][C@H:16]2[CH2:17][C@@H:14]([C:12]([N:8]3[CH2:9][CH2:10][CH2:11][N:5]([CH:1]4[CH2:4][CH2:3][CH2:2]4)[CH2:6][CH2:7]3)=[O:13])[CH2:15]2)(=[O:34])=[O:33])=[CH:28][CH:27]=1. The catalyst class is: 2.